From a dataset of Full USPTO retrosynthesis dataset with 1.9M reactions from patents (1976-2016). Predict the reactants needed to synthesize the given product. (1) The reactants are: [C:1]([O:5][C:6](=[O:20])[NH:7][CH2:8][CH2:9][N:10]1[C:18]2[C:17](Cl)=[N:16][CH:15]=[N:14][C:13]=2[CH:12]=[CH:11]1)([CH3:4])([CH3:3])[CH3:2].[CH2:21]([O:25][C:26]1[CH:27]=[C:28]([CH:38]=[CH:39][CH:40]=1)[O:29][C:30]1[CH:36]=[CH:35][C:33]([NH2:34])=[CH:32][C:31]=1[CH3:37])[CH:22]([CH3:24])[CH3:23]. Given the product [C:1]([O:5][C:6](=[O:20])[NH:7][CH2:8][CH2:9][N:10]1[C:18]2[C:17]([NH:34][C:33]3[CH:35]=[CH:36][C:30]([O:29][C:28]4[CH:38]=[CH:39][CH:40]=[C:26]([O:25][CH2:21][CH:22]([CH3:23])[CH3:24])[CH:27]=4)=[C:31]([CH3:37])[CH:32]=3)=[N:16][CH:15]=[N:14][C:13]=2[CH:12]=[CH:11]1)([CH3:4])([CH3:3])[CH3:2], predict the reactants needed to synthesize it. (2) Given the product [OH:1][CH2:2][CH2:3][O:4][C:5]1[CH:6]=[C:7]([CH:8]=[CH:9][CH:10]=1)[O:11][CH2:19][C:20]([O:22][C:23]([CH3:26])([CH3:25])[CH3:24])=[O:21], predict the reactants needed to synthesize it. The reactants are: [OH:1][CH2:2][CH2:3][O:4][C:5]1[CH:6]=[C:7]([OH:11])[CH:8]=[CH:9][CH:10]=1.C(=O)([O-])[O-].[K+].[K+].Br[CH2:19][C:20]([O:22][C:23]([CH3:26])([CH3:25])[CH3:24])=[O:21]. (3) The reactants are: [C:1](/[C:4](/[N:7]([CH:12]([CH3:14])[CH3:13])[C:8](=O)[CH2:9][CH3:10])=[CH:5]\[NH2:6])(=[O:3])[CH3:2].[OH-].[Na+].[Cl-].[NH4+]. Given the product [CH:12]([N:7]1[C:4]([C:1](=[O:3])[CH3:2])=[CH:5][N:6]=[C:8]1[CH2:9][CH3:10])([CH3:14])[CH3:13], predict the reactants needed to synthesize it. (4) Given the product [NH2:20][C:4]1[CH:3]=[C:2]([Br:1])[CH:19]=[CH:18][C:5]=1[O:6][CH2:7][CH2:8][CH2:9][NH:10][C:11](=[O:17])[O:12][C:13]([CH3:16])([CH3:15])[CH3:14], predict the reactants needed to synthesize it. The reactants are: [Br:1][C:2]1[CH:19]=[CH:18][C:5]([O:6][CH2:7][CH2:8][CH2:9][NH:10][C:11](=[O:17])[O:12][C:13]([CH3:16])([CH3:15])[CH3:14])=[C:4]([N+:20]([O-])=O)[CH:3]=1.[Cl-].[NH4+]. (5) Given the product [C:4]([O:3][C:1]([NH:8][C@H:9]([C:10]([CH3:13])([CH3:12])[CH3:11])[C:14]([O:16][CH2:20][C:21]1[CH:26]=[CH:25][CH:24]=[CH:23][CH:22]=1)=[O:15])=[O:2])([CH3:6])([CH3:7])[CH3:5], predict the reactants needed to synthesize it. The reactants are: [C:1]([NH:8][C@H:9]([C:14]([OH:16])=[O:15])[C:10]([CH3:13])([CH3:12])[CH3:11])([O:3][C:4]([CH3:7])([CH3:6])[CH3:5])=[O:2].C(Cl)Cl.[CH2:20](O)[C:21]1[CH:26]=[CH:25][CH:24]=[CH:23][CH:22]=1.C(Cl)CCl.